From a dataset of Reaction yield outcomes from USPTO patents with 853,638 reactions. Predict the reaction yield, written as a fraction of the theoretical maximum amount of product (1.0 means a 100% yield; for example, 0.34 means a 34% yield). The reactants are [CH2:1](Br)[CH:2]=[CH2:3].C(N(C(C)C)CC)(C)C.[CH3:14][O:15][C:16]1[CH:23]=[C:22]([O:24][CH3:25])[CH:21]=[CH:20][C:17]=1[CH2:18][NH2:19].[OH-].[Na+]. The catalyst is C(Cl)Cl. The product is [CH2:1]([NH:19][CH2:18][C:17]1[CH:20]=[CH:21][C:22]([O:24][CH3:25])=[CH:23][C:16]=1[O:15][CH3:14])[CH:2]=[CH2:3]. The yield is 0.400.